Predict the reaction yield, written as a fraction of the theoretical maximum amount of product (1.0 means a 100% yield; for example, 0.34 means a 34% yield). From a dataset of Reaction yield outcomes from USPTO patents with 853,638 reactions. (1) The reactants are C[C:2]12[CH2:11][C:9]3([NH2:12])[CH2:10][CH:4]([CH2:5][C:6](C)([CH2:8]3)[CH2:7]1)[CH2:3]2.Cl.Cl. No catalyst specified. The product is [C:9]12([NH2:12])[CH2:10][CH:4]3[CH2:3][CH:2]([CH2:7][CH:6]([CH2:5]3)[CH2:8]1)[CH2:11]2. The yield is 0.0500. (2) The reactants are [CH2:1]([S:10]([C:13]1[CH:18]=[CH:17][CH:16]=[CH:15][CH:14]=1)(=[O:12])=[O:11])[C:2]([C:4]1[CH:9]=[CH:8][CH:7]=[CH:6][CH:5]=1)=[O:3].[F:19][C:20]1[CH:27]=[CH:26][C:23]([CH:24]=O)=[CH:22][CH:21]=1. No catalyst specified. The product is [C:13]1([S:10]([C:1](=[CH:24][C:23]2[CH:26]=[CH:27][C:20]([F:19])=[CH:21][CH:22]=2)[C:2]([C:4]2[CH:5]=[CH:6][CH:7]=[CH:8][CH:9]=2)=[O:3])(=[O:11])=[O:12])[CH:18]=[CH:17][CH:16]=[CH:15][CH:14]=1. The yield is 0.620. (3) The reactants are [CH3:1][O:2][C:3]1[C:4]([N+:21]([O-])=O)=[C:5]([CH:8]=[CH:9][C:10]=1[O:11][CH2:12][CH2:13][CH2:14][N:15]1[CH2:20][CH2:19][O:18][CH2:17][CH2:16]1)[C:6]#[N:7].O. The catalyst is C(O)(=O)C.[Fe]. The product is [NH2:21][C:4]1[C:3]([O:2][CH3:1])=[C:10]([O:11][CH2:12][CH2:13][CH2:14][N:15]2[CH2:16][CH2:17][O:18][CH2:19][CH2:20]2)[CH:9]=[CH:8][C:5]=1[C:6]#[N:7]. The yield is 0.920. (4) The reactants are [NH2:1][CH2:2][C:3]([NH:5][CH2:6][C:7]1[N:8]=[C:9]([NH:12][C:13]([NH:15][C:16]2[CH:21]=[CH:20][C:19]([CH3:22])=[CH:18][C:17]=2[C:23]([CH:25]2[CH2:29][CH2:28][CH2:27][CH2:26]2)=[O:24])=[O:14])[S:10][CH:11]=1)=[O:4].Br[CH2:31][C:32]([O:34][CH3:35])=[O:33]. The catalyst is C1COCC1. The product is [CH3:35][O:34][C:32](=[O:33])[CH2:31][NH:1][CH2:2][C:3](=[O:4])[NH:5][CH2:6][C:7]1[N:8]=[C:9]([NH:12][C:13]([NH:15][C:16]2[CH:21]=[CH:20][C:19]([CH3:22])=[CH:18][C:17]=2[C:23]([CH:25]2[CH2:29][CH2:28][CH2:27][CH2:26]2)=[O:24])=[O:14])[S:10][CH:11]=1. The yield is 0.880. (5) The reactants are [F:1][C:2]1[CH:7]=[CH:6][C:5]([CH2:8][CH:9]([C:13]2[CH:18]=[CH:17][C:16]([S:19]([CH3:22])(=[O:21])=[O:20])=[CH:15][CH:14]=2)[C:10]([OH:12])=O)=[CH:4][CH:3]=1.[CH3:23][O:24][CH2:25][CH2:26][N:27]([CH2:29][C:30]1[N:31]=[CH:32][C:33]([NH2:36])=[N:34][CH:35]=1)[CH3:28].CCN=C=NCCCN(C)C.Cl.C([O-])(O)=O.[Na+]. The catalyst is C(Cl)Cl.CN(C1C=CN=CC=1)C. The product is [F:1][C:2]1[CH:7]=[CH:6][C:5]([CH2:8][CH:9]([C:13]2[CH:18]=[CH:17][C:16]([S:19]([CH3:22])(=[O:20])=[O:21])=[CH:15][CH:14]=2)[C:10]([NH:36][C:33]2[CH:32]=[N:31][C:30]([CH2:29][N:27]([CH2:26][CH2:25][O:24][CH3:23])[CH3:28])=[CH:35][N:34]=2)=[O:12])=[CH:4][CH:3]=1. The yield is 0.180. (6) The reactants are [CH3:1][O:2][C:3]1[CH:8]=[CH:7][C:6]([C:9]([C:11]2[CH:18]=[CH:17][C:14]([C:15]#[N:16])=[CH:13][CH:12]=2)=O)=[CH:5][CH:4]=1.[CH3:19][C:20]1([CH3:29])[CH2:25][C:24]([CH3:27])([CH3:26])[CH2:23][C:22](=O)[CH2:21]1. No catalyst specified. The product is [CH3:1][O:2][C:3]1[CH:8]=[CH:7][C:6]([C:9](=[C:22]2[CH2:23][C:24]([CH3:27])([CH3:26])[CH2:25][C:20]([CH3:29])([CH3:19])[CH2:21]2)[C:11]2[CH:18]=[CH:17][C:14]([C:15]#[N:16])=[CH:13][CH:12]=2)=[CH:5][CH:4]=1. The yield is 0.500. (7) The reactants are [CH3:1][O:2][C:3]1[CH:43]=[CH:42][C:6]([CH2:7][N:8]([CH2:33][C:34]2[CH:39]=[CH:38][C:37]([O:40][CH3:41])=[CH:36][CH:35]=2)[C:9]2[N:14]=[C:13]([CH3:15])[N:12]=[C:11]([C:16]3[CH:17]=[C:18]([CH:31]=[O:32])[CH:19]=[N:20][C:21]=3[NH:22][C:23]3[CH:24]=[N:25][C:26]([O:29][CH3:30])=[CH:27][CH:28]=3)[N:10]=2)=[CH:5][CH:4]=1.[C-]#N.[Na+].[NH:47]1[CH2:52][CH2:51][O:50][CH2:49][CH2:48]1. The catalyst is C1COCC1.[O-2].[Mn+4].[O-2]. The product is [CH3:41][O:40][C:37]1[CH:36]=[CH:35][C:34]([CH2:33][N:8]([CH2:7][C:6]2[CH:5]=[CH:4][C:3]([O:2][CH3:1])=[CH:43][CH:42]=2)[C:9]2[N:10]=[C:11]([C:16]3[C:21]([NH:22][C:23]4[CH:24]=[N:25][C:26]([O:29][CH3:30])=[CH:27][CH:28]=4)=[N:20][CH:19]=[C:18]([C:31]([N:47]4[CH2:52][CH2:51][O:50][CH2:49][CH2:48]4)=[O:32])[CH:17]=3)[N:12]=[C:13]([CH3:15])[N:14]=2)=[CH:39][CH:38]=1. The yield is 0.880. (8) The reactants are [NH:1]1[C:9]2[C:4](=[CH:5][CH:6]=[CH:7][CH:8]=2)[C:3]2([C:13]3=[CH:14][C:15]4[O:19][CH2:18][O:17][C:16]=4[CH:20]=[C:12]3[O:11][CH2:10]2)[C:2]1=[O:21].Cl[CH2:23][CH:24]1[O:28][C:27](=[O:29])[NH:26][CH2:25]1.C(=O)([O-])[O-].[Cs+].[Cs+]. The catalyst is CN(C)C=O. The product is [O:29]=[C:27]1[NH:26][CH2:25][CH:24]([CH2:23][N:1]2[C:9]3[C:4](=[CH:5][CH:6]=[CH:7][CH:8]=3)[C:3]3([C:13]4=[CH:14][C:15]5[O:19][CH2:18][O:17][C:16]=5[CH:20]=[C:12]4[O:11][CH2:10]3)[C:2]2=[O:21])[O:28]1. The yield is 0.250. (9) The reactants are [CH2:10](P([CH2:10][CH2:11][CH2:12][CH3:13])[CH2:10][CH2:11][CH2:12][CH3:13])[CH2:11][CH2:12][CH3:13].N(C(N(C)C)=O)=NC(N(C)C)=O.[C:26]([O:30][C:31](=[O:81])[N:32]([C@H:44]([CH2:79]O)[C@@H:45]([O:71][CH2:72][C:73]1[CH:78]=[CH:77][CH:76]=[CH:75][CH:74]=1)[C@@H:46]([N:56]([CH2:64][C:65]1[CH:70]=[CH:69][CH:68]=[CH:67][CH:66]=1)[CH2:57][C:58]1[CH:63]=[CH:62][CH:61]=[CH:60][CH:59]=1)[CH2:47][C:48]1[CH:53]=[C:52]([F:54])[CH:51]=[C:50]([F:55])[CH:49]=1)[CH2:33][C@@H:34]([OH:43])[CH2:35][CH2:36]C1CCCCC1)([CH3:29])([CH3:28])[CH3:27].O1CC[CH2:84][CH2:83]1. The yield is 0.750. No catalyst specified. The product is [C:26]([O:30][C:31]([N:32]1[C@@H:44]([C@@H:45]([O:71][CH2:72][C:73]2[CH:78]=[CH:77][CH:76]=[CH:75][CH:74]=2)[C@@H:46]([N:56]([CH2:64][C:65]2[CH:66]=[CH:67][CH:68]=[CH:69][CH:70]=2)[CH2:57][C:58]2[CH:59]=[CH:60][CH:61]=[CH:62][CH:63]=2)[CH2:47][C:48]2[CH:49]=[C:50]([F:55])[CH:51]=[C:52]([F:54])[CH:53]=2)[CH2:79][O:43][C@@H:34]([CH2:35][CH2:36][CH:13]2[CH2:12][CH2:11][CH2:10][CH2:84][CH2:83]2)[CH2:33]1)=[O:81])([CH3:28])([CH3:27])[CH3:29].